From a dataset of Reaction yield outcomes from USPTO patents with 853,638 reactions. Predict the reaction yield, written as a fraction of the theoretical maximum amount of product (1.0 means a 100% yield; for example, 0.34 means a 34% yield). (1) The reactants are [F:1][C:2]1[CH:7]=[CH:6][C:5]([C:8]2[C:12]3[C:13](=[O:17])[NH:14][CH2:15][CH2:16][C:11]=3[S:10][CH:9]=2)=[CH:4][CH:3]=1.I[C:19]1[CH:20]=[N:21][CH:22]=[CH:23][C:24]=1[CH3:25].P([O-])([O-])([O-])=O.[K+].[K+].[K+]. The catalyst is [Cu](I)I.O1CCOCC1. The product is [F:1][C:2]1[CH:3]=[CH:4][C:5]([C:8]2[C:12]3[C:13](=[O:17])[N:14]([C:19]4[CH:20]=[N:21][CH:22]=[CH:23][C:24]=4[CH3:25])[CH2:15][CH2:16][C:11]=3[S:10][CH:9]=2)=[CH:6][CH:7]=1. The yield is 0.175. (2) The reactants are [CH2:1]([N:3]([CH2:6]C)[CH2:4][CH3:5])C.[CH3:8]S(Cl)(=O)=O.[C:13](O)(=O)[CH2:14][C:15]([CH2:20][C:21](O)=O)([C:17]([OH:19])=[O:18])O.O1CC[CH2:28][CH2:27]1. The catalyst is C(OCC)(=O)C. The product is [CH3:6][N:3]([CH3:1])[CH2:4][CH:5]=[CH:27][C:28]1[CH:21]=[CH:20][C:15]([C:17]([O:19][CH3:8])=[O:18])=[CH:14][CH:13]=1. The yield is 0.870. (3) The reactants are [Cl-].O[NH3+:3].[C:4](=[O:7])([O-])[OH:5].[Na+].CS(C)=O.[O:13]=[C:14]1[C:19]([CH2:20][C:21]2[CH:26]=[CH:25][C:24]([C:27]3[C:28]([C:33]#[N:34])=[CH:29][CH:30]=[CH:31][CH:32]=3)=[CH:23][CH:22]=2)=[C:18]([CH2:35][CH2:36][CH3:37])[N:17]2[N:38]=[CH:39][N:40]=[C:16]2[N:15]1[C:41]1[CH:46]=[CH:45][CH:44]=[CH:43][CH:42]=1. The catalyst is C(OCC)(=O)C. The product is [O:7]=[C:4]1[O:5][N:3]=[C:33]([C:28]2[CH:29]=[CH:30][CH:31]=[CH:32][C:27]=2[C:24]2[CH:23]=[CH:22][C:21]([CH2:20][C:19]3[C:14](=[O:13])[N:15]([C:41]4[CH:42]=[CH:43][CH:44]=[CH:45][CH:46]=4)[C:16]4[N:17]([N:38]=[CH:39][N:40]=4)[C:18]=3[CH2:35][CH2:36][CH3:37])=[CH:26][CH:25]=2)[NH:34]1. The yield is 0.440. (4) The reactants are [Cl:1][C:2]1[CH:3]=[C:4]2[C:8](=[CH:9][CH:10]=1)[N:7]([C:11]1[CH:16]=[CH:15][CH:14]=[C:13]([C:17]([F:20])([F:19])[F:18])[CH:12]=1)[C:6]([CH:21]([NH:28][C:29]1[CH:37]=[CH:36][C:32]([C:33](O)=[O:34])=[CH:31][CH:30]=1)[CH2:22][CH2:23][CH2:24][CH2:25][CH2:26][CH3:27])=[CH:5]2.[CH3:38][NH:39][CH2:40][CH2:41][C:42]([O:44][CH2:45][CH3:46])=[O:43].O.ON1C2C=CC=CC=2N=N1.Cl.C(N=C=NCCCN(C)C)C.Cl. The catalyst is CN(C)C=O.C(N(CC)CC)C. The product is [Cl:1][C:2]1[CH:3]=[C:4]2[C:8](=[CH:9][CH:10]=1)[N:7]([C:11]1[CH:16]=[CH:15][CH:14]=[C:13]([C:17]([F:20])([F:19])[F:18])[CH:12]=1)[C:6]([CH:21]([NH:28][C:29]1[CH:30]=[CH:31][C:32]([C:33]([N:39]([CH3:38])[CH2:40][CH2:41][C:42]([O:44][CH2:45][CH3:46])=[O:43])=[O:34])=[CH:36][CH:37]=1)[CH2:22][CH2:23][CH2:24][CH2:25][CH2:26][CH3:27])=[CH:5]2. The yield is 0.840. (5) The reactants are [CH3:1][C:2]([S@:5]([NH2:7])=[O:6])([CH3:4])[CH3:3].O=[C:9]1[CH2:18][CH2:17][CH2:16][C:15]2[CH:14]=[C:13]([C:19]([O:21][CH3:22])=[O:20])[CH:12]=[CH:11][C:10]1=2.O.[CH2:24]1COCC1. The catalyst is C(Cl)Cl.[O-]CC.[Ti+4].[O-]CC.[O-]CC.[O-]CC. The product is [C:2]([S@:5](/[N:7]=[C:9]1/[C:10]2[CH:11]=[CH:12][C:13]([C:19]([O:21][CH2:22][CH3:24])=[O:20])=[CH:14][C:15]=2[CH2:16][CH2:17][CH2:18]/1)=[O:6])([CH3:4])([CH3:3])[CH3:1]. The yield is 0.650. (6) The reactants are [NH:1]1[C:10]2[C:5](=[CH:6][CH:7]=[C:8]([OH:11])[CH:9]=2)[CH2:4][CH2:3][CH2:2]1.Br[CH2:13][C:14]1[CH:19]=[CH:18][CH:17]=[CH:16][CH:15]=1.C(=O)([O-])[O-].[K+].[K+].O. The catalyst is CN(C)C=O. The product is [CH2:13]([N:1]1[C:10]2[C:5](=[CH:6][CH:7]=[C:8]([OH:11])[CH:9]=2)[CH2:4][CH2:3][CH2:2]1)[C:14]1[CH:19]=[CH:18][CH:17]=[CH:16][CH:15]=1. The yield is 0.930. (7) The product is [CH3:19][N:17]([CH3:18])[C:16]([CH2:15][CH2:14][CH2:13][C:12]#[C:11][C:7]1[CH:6]=[C:5]([CH:10]=[CH:9][CH:8]=1)[C:4]([OH:21])=[O:3])=[O:20]. No catalyst specified. The reactants are C([O:3][C:4](=[O:21])[C:5]1[CH:10]=[CH:9][CH:8]=[C:7]([C:11]#[C:12][CH2:13][CH2:14][CH2:15][C:16](=[O:20])[N:17]([CH3:19])[CH3:18])[CH:6]=1)C.[OH-].[Na+].Cl. The yield is 0.740. (8) The reactants are C1(P(C2C=CC=CC=2)C2C=CC=CC=2)C=CC=CC=1.[CH2:20]([OH:28])[CH2:21][C:22]1[CH:27]=[CH:26][CH:25]=[CH:24][CH:23]=1.N(C(OC(C)(C)C)=O)=NC(OC(C)(C)C)=O.[O:45]1[C:49]2[CH:50]=[CH:51][C:52]([S:54]([N:57]([CH2:82][CH:83]([CH3:85])[CH3:84])[CH2:58][C@@H:59]([OH:81])[C@@H:60]([NH:69][C:70](=[O:80])[O:71][C@@H:72]3[C@H:79]4[C@H:75]([O:76][CH2:77][CH2:78]4)[O:74][CH2:73]3)[CH2:61][C:62]3[CH:67]=[CH:66][C:65](O)=[CH:64][CH:63]=3)(=[O:56])=[O:55])=[CH:53][C:48]=2[O:47][CH2:46]1. The catalyst is C(Cl)Cl. The product is [O:45]1[C:49]2[CH:50]=[CH:51][C:52]([S:54]([N:57]([CH2:82][CH:83]([CH3:85])[CH3:84])[CH2:58][C@@H:59]([OH:81])[C@@H:60]([NH:69][C:70](=[O:80])[O:71][C@@H:72]3[C@H:79]4[C@H:75]([O:76][CH2:77][CH2:78]4)[O:74][CH2:73]3)[CH2:61][C:62]3[CH:63]=[CH:64][C:65]([O:28][CH2:20][CH2:21][C:22]4[CH:27]=[CH:26][CH:25]=[CH:24][CH:23]=4)=[CH:66][CH:67]=3)(=[O:55])=[O:56])=[CH:53][C:48]=2[O:47][CH2:46]1. The yield is 0.720.